From a dataset of Full USPTO retrosynthesis dataset with 1.9M reactions from patents (1976-2016). Predict the reactants needed to synthesize the given product. Given the product [OH:19][CH2:20][CH:21]1[CH2:23][O:24][C:7]2([C:6]3[CH:14]=[CH:15][CH:16]=[CH:17][C:5]=3[C:4]3[O:3][C:2]([CH3:18])([CH3:1])[CH2:11][CH2:10][C:9]=3[C:8]2=[O:12])[O:13]1, predict the reactants needed to synthesize it. The reactants are: [CH3:1][C:2]1([CH3:18])[CH2:11][CH2:10][C:9]2[C:8](=[O:12])[C:7](=[O:13])[C:6]3[CH:14]=[CH:15][CH:16]=[CH:17][C:5]=3[C:4]=2[O:3]1.[OH:19][CH2:20][CH:21]([CH2:23][OH:24])O.O.C1(C)C=CC(S(O)(=O)=O)=CC=1.